From a dataset of Experimentally validated miRNA-target interactions with 360,000+ pairs, plus equal number of negative samples. Binary Classification. Given a miRNA mature sequence and a target amino acid sequence, predict their likelihood of interaction. (1) The miRNA is mmu-miR-3971 with sequence CUCCCCACCCCUGUACCAGUGA. The protein sequence of the target gene is MEVYIPSFRHEDSDLERGYTVFKIEVLMNGRKHFVEKRYSEFHALHKKLKKCIKTPEIPSKHVRNWVPKVLEQRRQGLETYLQAVILENEELPKLFLDFLNVRHLPSLPKAESCGSFDETESEESSKLSHQPVLLFLGDPYVLPAASDFPNVVIEGVLHGIFFSHLQPR. Result: 0 (no interaction). (2) The miRNA is hsa-miR-5589-3p with sequence UGCACAUGGCAACCUAGCUCCCA. The protein sequence of the target gene is MALSLGWKAHRNHCGLLLQALRSSGLLLFPCGQCPWRGAGSFLDPEIKAFLEENTEVTSSGSLTPEIQLRLLTPRCKFWWERADLWPHSDPYWAIYWPGGQALSRYLLDNPDVVRGKSVLDLGSGCGATAIAAKMSGASRILANDIDPIAGMAITLNCELNRLNPFPILIQNILNLEQDKWDLVVLGDMFYDEDLADSLHQWLKKCFWTYRTRVLIGDPGRPQFSGHSIQHHLHKVVEYSLLESTRQENSGLTTSTVWGFQP. Result: 0 (no interaction). (3) The miRNA is hsa-miR-26b-5p with sequence UUCAAGUAAUUCAGGAUAGGU. The protein sequence of the target gene is MPAGLTEPAGAAPPAAVSASGTVTMAPAGALPVRVESTPVALGAVTKAPVSVCVEPTASQPLRSPVGTLVTKVAPVSAPPKVSSGPRLPAPQIVAVKAPNTTTIQFPANLQLPPGTVLIKSNSGPLMLVSPQQTVTRAETTSNITSRPAVPANPQTVKICTVPNSSSQLIKKVAVTPVKKLAQIGTTVVTTVPKPSSVQSVAVPTSVVTVTPGKPLNTVTTLKPSSLGASSTPSNEPNLKAENSAAVQINLSPTMLENVKKCKNFLAMLIKLACSGSQSPEMGQNVKKLVEQLLDAKIEA.... Result: 1 (interaction). (4) The miRNA is hsa-miR-4440 with sequence UGUCGUGGGGCUUGCUGGCUUG. The protein sequence of the target gene is MFINIKSILWMCSTLIVTHALHKVKVGKSPPVRGSLSGKVSLPCHFSTMPTLPPSYNTSEFLRIKWSKIEVDKNGKDLKETTVLVAQNGNIKIGQDYKGRVSVPTHPEAVGDASLTVVKLLASDAGLYRCDVMYGIEDTQDTVSLTVDGVVFHYRAATSRYTLNFEAAQKACLDVGAVIATPEQLFAAYEDGFEQCDAGWLADQTVRYPIRAPRVGCYGDKMGKAGVRTYGFRSPQETYDVYCYVDHLDGDVFHLTVPSKFTFEEAAKECENQDARLATVGELQAAWRNGFDQCDYGWLS.... Result: 0 (no interaction). (5) The protein sequence of the target gene is MLRRDPRKPLAILRHVGLLCATGPQRWRFQHSCAEEHSNCARHPLWTGPVSSAEGTRQSPINIQWKDSVYDPQLAPLRVSYDAASCRYLWNTGYFFQVEFDDSCEDSGISGGPLGNHYRLKQFHFHWGATDEWGSEHAVDGHTYPAELHLVHWNSTKYENYKKASVGENGLAVIGVFLKLGAHHQALQKLVDVLPEVRHKDTQVAMGPFDPSCLLPACRDYWTYPGSLTTPPLAESVTWIVQKTPVEVSPSQLSTFRTLLFSGRGEEEDVMVNNYRPLQPLRDRKLRSSFRLDRTKMRS. Result: 1 (interaction). The miRNA is mmu-miR-3110-5p with sequence UUCUGCCUCCCCUGAAGGCUC. (6) The miRNA is mmu-miR-1894-5p with sequence CUCUCCCCUACCACCUGCCUCU. The protein sequence of the target gene is MPLAFCGTENHSAAYRVDQGVLNNGCFVDALNVVPHVFLLFITFPILFIGWGSQSSKVHIHHSTWLHFPGHNLRWILTFILLFVLVCEIAEGILSDGVTESRHLHLYMPAGMAFMAAITSVVYYHNIETSNFPKLLIALLIYWTLAFITKTIKFVKFYDHAIGFSQLRFCLTGLLVILYGMLLLVEVNVIRVRRYVFFKTPREVKPPEDLQDLGVRFLQPFVNLLSKGTYWWMNAFIKTAHKKPIDLRAIGKLPIAMRALTNYQRLCLAFDAQARKDTQSQQGARAIWRALCHAFGRRLV.... Result: 0 (no interaction). (7) The miRNA is hsa-miR-3913-5p with sequence UUUGGGACUGAUCUUGAUGUCU. The protein sequence of the target gene is MNPASAPPPLPPPGQQVIHVTQDLDTDLEALFNSVMNPKPSSWRKKILPESFFKEPDSGSHSRQSSTDSSGGHPGPRLAGGAQHVRSHSSPASLQLGTGAGAAGSPAQQHAHLRQQSYDVTDELPLPPGWEMTFTATGQRYFLNHIEKITTWQDPRKAMNQPLNHMNLHPAVSSTPVPQRSMAVSQPNLVMNHQHQQQMAPSTLSQQNHPTQNPPAGLMSMPNALTTQQQQQQKLRLQRIQMERERIRMRQEELMRQEAALCRQLPMEAETLAPVQAAVNPPTMTPDMRSITNNSSDPFL.... Result: 1 (interaction). (8) The miRNA is hsa-miR-4772-3p with sequence CCUGCAACUUUGCCUGAUCAGA. The protein sequence of the target gene is MIGRISQPLLNTSQKFMAPAARTLMLHEHHGMKILQNYEIKVPPFGVAQDAETAFSEAKRIGGKDYVVKAQVLAGGRGKGRFSSGLQGGVQIVFTPDEVKQKAGMMIGANLITKQTDHRGKKCEEVMVCKRLFTRREYYFSITLDRNTNGPIVIASSQGGVNIEEVAATNPDAIVKMPIDVNVGITKELAHEIAVKMGFSKDCEQQASEIIEKLYQMFKGSDATLVEINPMAEDVNGDVYCMDCKLLLDSNAEFRQAKLFDLKDKKQEDELEIRAAAANLNYIRLDGTIGCMVNGAGLAM.... Result: 0 (no interaction). (9) The miRNA is hsa-miR-4670-5p with sequence AAGCGACCAUGAUGUAACUUCA. The protein sequence of the target gene is MPQLDSGGGGAGRGDDLGAPDELLAFQDEGEEQDDKNRDSPVGPERDLAELKSSLVNESEGAAAGAGVPGPGVRVHGEAEGAPEALGREHTSQRLFPDKLPESLEDGLKAPECTSGMYKETVYSAFNLLMPYPPASGAGQHPQPQPPLHNKPGQPPHGVPQLSPLYEHFSSPHPTPAPADISQKQGVHRPLQTPDLSGFYSLTSGSMGQLPHTVSWPSPPLYPLSPSCGYRQHFPAPTAAPGAPYPRFTHPSLMLGSGVPGHPAAIPHPAIVPSSGKQELQPYDRNLKTQAEPKAEKEAK.... Result: 0 (no interaction).